Regression. Given two drug SMILES strings and cell line genomic features, predict the synergy score measuring deviation from expected non-interaction effect. From a dataset of NCI-60 drug combinations with 297,098 pairs across 59 cell lines. Drug 1: CC1C(C(CC(O1)OC2CC(CC3=C2C(=C4C(=C3O)C(=O)C5=C(C4=O)C(=CC=C5)OC)O)(C(=O)C)O)N)O.Cl. Drug 2: CC1C(C(=O)NC(C(=O)N2CCCC2C(=O)N(CC(=O)N(C(C(=O)O1)C(C)C)C)C)C(C)C)NC(=O)C3=C4C(=C(C=C3)C)OC5=C(C(=O)C(=C(C5=N4)C(=O)NC6C(OC(=O)C(N(C(=O)CN(C(=O)C7CCCN7C(=O)C(NC6=O)C(C)C)C)C)C(C)C)C)N)C. Cell line: A549. Synergy scores: CSS=22.9, Synergy_ZIP=-1.74, Synergy_Bliss=0.356, Synergy_Loewe=-1.95, Synergy_HSA=-0.608.